This data is from Reaction yield outcomes from USPTO patents with 853,638 reactions. The task is: Predict the reaction yield, written as a fraction of the theoretical maximum amount of product (1.0 means a 100% yield; for example, 0.34 means a 34% yield). (1) The reactants are [OH-].[Na+].[CH3:3][N:4]([CH3:25])[C@H:5]1[CH2:9][CH2:8][N:7]([C:10](=[O:24])[CH2:11][CH2:12][C:13]2[N:14]([CH2:18][C:19]([O:21]CC)=[O:20])[CH:15]=[CH:16][N:17]=2)[CH2:6]1.[ClH:26]. No catalyst specified. The product is [ClH:26].[CH3:25][N:4]([CH3:3])[C@H:5]1[CH2:9][CH2:8][N:7]([C:10](=[O:24])[CH2:11][CH2:12][C:13]2[N:14]([CH2:18][C:19]([OH:21])=[O:20])[CH:15]=[CH:16][N:17]=2)[CH2:6]1. The yield is 0.730. (2) The reactants are Br[C:2]1[CH:3]=[C:4]([C:23]2[O:24][C:25]([C:28]3[CH:33]=[CH:32][CH:31]=[CH:30][CH:29]=3)=[N:26][N:27]=2)[C:5]([N:8](C(OC(C)(C)C)=O)C(=O)OC(C)(C)C)=[N:6][CH:7]=1.B([C:37]1[CH:45]=[CH:44][C:40]([C:41]([OH:43])=[O:42])=[CH:39][CH:38]=1)(O)O.C([O-])([O-])=O.[Na+].[Na+].O. The catalyst is CC#N.C1C=CC([P]([Pd]([P](C2C=CC=CC=2)(C2C=CC=CC=2)C2C=CC=CC=2)([P](C2C=CC=CC=2)(C2C=CC=CC=2)C2C=CC=CC=2)[P](C2C=CC=CC=2)(C2C=CC=CC=2)C2C=CC=CC=2)(C2C=CC=CC=2)C2C=CC=CC=2)=CC=1. The product is [NH2:8][C:5]1[N:6]=[CH:7][C:2]([C:37]2[CH:45]=[CH:44][C:40]([C:41]([OH:43])=[O:42])=[CH:39][CH:38]=2)=[CH:3][C:4]=1[C:23]1[O:24][C:25]([C:28]2[CH:29]=[CH:30][CH:31]=[CH:32][CH:33]=2)=[N:26][N:27]=1. The yield is 0.550.